From a dataset of Forward reaction prediction with 1.9M reactions from USPTO patents (1976-2016). Predict the product of the given reaction. Given the reactants Br[C:2]1[CH:7]=[CH:6][CH:5]=[C:4]([O:8][CH2:9][O:10][CH3:11])[C:3]=1[F:12].[F:13][C:14]1[CH:19]=[CH:18][C:17](B(O)O)=[CH:16][CH:15]=1.C(=O)([O-])[O-].[Na+].[Na+].C1(P(C2CCCCC2)C2C=CC=CC=2C2C(OC)=CC=CC=2OC)CCCCC1, predict the reaction product. The product is: [F:12][C:3]1[C:4]([O:8][CH2:9][O:10][CH3:11])=[CH:5][CH:6]=[CH:7][C:2]=1[C:17]1[CH:18]=[CH:19][C:14]([F:13])=[CH:15][CH:16]=1.